This data is from Peptide-MHC class II binding affinity with 134,281 pairs from IEDB. The task is: Regression. Given a peptide amino acid sequence and an MHC pseudo amino acid sequence, predict their binding affinity value. This is MHC class II binding data. (1) The peptide sequence is KQQVIAELYEKFFRI. The MHC is HLA-DQA10101-DQB10501 with pseudo-sequence HLA-DQA10101-DQB10501. The binding affinity (normalized) is 0.300. (2) The peptide sequence is MAAHKFMVAMFLAVA. The MHC is HLA-DQA10201-DQB10202 with pseudo-sequence HLA-DQA10201-DQB10202. The binding affinity (normalized) is 0.394. (3) The peptide sequence is HGSPTFWMGSHEVNG. The MHC is HLA-DQA10102-DQB10501 with pseudo-sequence HLA-DQA10102-DQB10501. The binding affinity (normalized) is 0.312.